Task: Predict which catalyst facilitates the given reaction.. Dataset: Catalyst prediction with 721,799 reactions and 888 catalyst types from USPTO (1) Reactant: C(=O)(O)[O-].[Na+].[N:6]#[C:7]Br.[Si:9]([O:16][CH2:17][CH2:18][NH:19][C:20]1[CH:25]=[CH:24][C:23]([N:26]2[CH2:34][C:33]3[C:28](=[CH:29][CH:30]=[CH:31][C:32]=3[NH:35][C:36]([C:38]3[S:39][C:40]([Cl:43])=[CH:41][CH:42]=3)=[O:37])[C:27]2=[O:44])=[CH:22][CH:21]=1)([C:12]([CH3:15])([CH3:14])[CH3:13])([CH3:11])[CH3:10].O.ClCCl. Product: [Si:9]([O:16][CH2:17][CH2:18][N:19]([C:7]#[N:6])[C:20]1[CH:21]=[CH:22][C:23]([N:26]2[CH2:34][C:33]3[C:28](=[CH:29][CH:30]=[CH:31][C:32]=3[NH:35][C:36]([C:38]3[S:39][C:40]([Cl:43])=[CH:41][CH:42]=3)=[O:37])[C:27]2=[O:44])=[CH:24][CH:25]=1)([C:12]([CH3:15])([CH3:13])[CH3:14])([CH3:11])[CH3:10]. The catalyst class is: 7. (2) Reactant: C1(S([N:10]2[C:18]3[C:13](=[N:14][C:15]([C:27]4[CH:32]=[CH:31][C:30]([F:33])=[CH:29][CH:28]=4)=[C:16]([C:19]4[CH:26]=[CH:25][C:22]([C:23]#[N:24])=[CH:21][CH:20]=4)[CH:17]=3)[CH:12]=[CH:11]2)(=O)=O)C=CC=CC=1. Product: [F:33][C:30]1[CH:29]=[CH:28][C:27]([C:15]2[N:14]=[C:13]3[CH:12]=[CH:11][NH:10][C:18]3=[CH:17][C:16]=2[C:19]2[CH:26]=[CH:25][C:22]([C:23]#[N:24])=[CH:21][CH:20]=2)=[CH:32][CH:31]=1. The catalyst class is: 273. (3) Reactant: [CH:1]1([NH:4][C:5]([C:7]2[CH:8]=[C:9]([C:14]3[CH:19]=[CH:18][C:17]([C:20](=O)[C:21]4[CH:26]=[CH:25][CH:24]=[CH:23][CH:22]=4)=[C:16]([NH2:28])[CH:15]=3)[C:10]([CH3:13])=[CH:11][CH:12]=2)=[O:6])[CH2:3][CH2:2]1.[NH2:29][C:30](N)=[O:31]. Product: [CH:1]1([NH:4][C:5](=[O:6])[C:7]2[CH:12]=[CH:11][C:10]([CH3:13])=[C:9]([C:14]3[CH:15]=[C:16]4[C:17]([C:20]([C:21]5[CH:26]=[CH:25][CH:24]=[CH:23][CH:22]=5)=[N:29][C:30](=[O:31])[NH:28]4)=[CH:18][CH:19]=3)[CH:8]=2)[CH2:3][CH2:2]1. The catalyst class is: 15. (4) Reactant: [Cl:1][C:2]1[CH:7]=[C:6]([N+:8]([O-])=O)[CH:5]=[CH:4][C:3]=1[N:11]1[C:15]2[C:16]3[S:20][C:19]([NH:21][C:22](=[O:24])[CH3:23])=[N:18][C:17]=3[CH2:25][CH2:26][C:14]=2[C:13]([CH:27]2[CH2:29][CH2:28]2)=[N:12]1. Product: [NH2:8][C:6]1[CH:5]=[CH:4][C:3]([N:11]2[C:15]3[C:16]4[S:20][C:19]([NH:21][C:22](=[O:24])[CH3:23])=[N:18][C:17]=4[CH2:25][CH2:26][C:14]=3[C:13]([CH:27]3[CH2:28][CH2:29]3)=[N:12]2)=[C:2]([Cl:1])[CH:7]=1. The catalyst class is: 180. (5) The catalyst class is: 4. Product: [Cl:2][C:3]1[CH:4]=[CH:5][C:6]([O:9][C:10]2[CH:11]=[CH:12][C:13]([O:14][CH2:15][C@@H:16]3[CH2:20][CH2:19][CH2:18][N:17]3[CH2:21][CH2:22][CH2:23][C:24]([NH:70][C@@H:68]([C:62]3[CH:67]=[CH:66][CH:65]=[CH:64][CH:63]=3)[CH3:69])=[O:25])=[CH:27][CH:28]=2)=[CH:7][CH:8]=1. Reactant: Cl.[Cl:2][C:3]1[CH:8]=[CH:7][C:6]([O:9][C:10]2[CH:28]=[CH:27][C:13]([O:14][CH2:15][C@@H:16]3[CH2:20][CH2:19][CH2:18][N:17]3[CH2:21][CH2:22][CH2:23][C:24](O)=[O:25])=[CH:12][CH:11]=2)=[CH:5][CH:4]=1.C1CN([P+](Br)(N2CCCC2)N2CCCC2)CC1.F[P-](F)(F)(F)(F)F.CCN(C(C)C)C(C)C.[C:62]1([C@H:68]([NH2:70])[CH3:69])[CH:67]=[CH:66][CH:65]=[CH:64][CH:63]=1.